From a dataset of Forward reaction prediction with 1.9M reactions from USPTO patents (1976-2016). Predict the product of the given reaction. (1) Given the reactants Br[C:2]1[CH:3]=[CH:4][C:5]([Cl:19])=[C:6]([CH:8]([OH:18])[CH2:9][CH2:10][NH:11][C:12](=[O:17])[C:13]([F:16])([F:15])[F:14])[CH:7]=1.[C:20]([C:22]([OH:29])([CH2:26][CH2:27][CH3:28])[CH2:23][CH2:24][CH3:25])#[CH:21], predict the reaction product. The product is: [Cl:19][C:5]1[CH:4]=[CH:3][C:2]([C:21]#[C:20][C:22]([OH:29])([CH2:26][CH2:27][CH3:28])[CH2:23][CH2:24][CH3:25])=[CH:7][C:6]=1[CH:8]([OH:18])[CH2:9][CH2:10][NH:11][C:12](=[O:17])[C:13]([F:16])([F:15])[F:14]. (2) Given the reactants [F:1][C:2]1[CH:7]=[CH:6][C:5]([N:8]2[C:11](=[O:12])[C@H:10]([S:13][CH2:14][C:15]([C:17]3[CH:22]=[CH:21][C:20]([F:23])=[CH:19][CH:18]=3)=[O:16])[C@H:9]2[C:24]2[CH:42]=[CH:41][C:27]([O:28][CH2:29][C:30]([NH:32][CH2:33][C:34]([NH:36][CH2:37][C:38](O)=[O:39])=[O:35])=[O:31])=[CH:26][CH:25]=2)=[CH:4][CH:3]=1.CN1CCOCC1.CN(C(ON1N=NC2C=CC=CC1=2)=[N+](C)C)C.[B-](F)(F)(F)F.[NH2:72][C@@H:73]([C:78]([OH:80])=[O:79])[C:74]([CH3:77])([CH3:76])[CH3:75].[BH4-].[Na+], predict the reaction product. The product is: [F:1][C:2]1[CH:7]=[CH:6][C:5]([N:8]2[C:11](=[O:12])[C@H:10]([S:13][CH2:14][CH:15]([C:17]3[CH:18]=[CH:19][C:20]([F:23])=[CH:21][CH:22]=3)[OH:16])[C@H:9]2[C:24]2[CH:42]=[CH:41][C:27]([O:28][CH2:29][C:30]([NH:32][CH2:33][C:34]([NH:36][CH2:37][C:38]([NH:72][C@@H:73]([C:78]([OH:80])=[O:79])[C:74]([CH3:77])([CH3:76])[CH3:75])=[O:39])=[O:35])=[O:31])=[CH:26][CH:25]=2)=[CH:4][CH:3]=1. (3) Given the reactants [NH2:1][C:2]1[C:3](=[O:19])[N:4]([CH2:11][C:12]([O:14][C:15]([CH3:18])([CH3:17])[CH3:16])=[O:13])[C:5]([CH:8]([CH3:10])[CH3:9])=[CH:6][CH:7]=1.CN1CCOCC1.[C:27]1([CH3:37])[CH:32]=[CH:31][CH:30]=[C:29]([S:33](Cl)(=[O:35])=[O:34])[CH:28]=1, predict the reaction product. The product is: [CH3:37][C:27]1[CH:28]=[C:29]([S:33]([NH:1][C:2]2[C:3](=[O:19])[N:4]([CH2:11][C:12]([O:14][C:15]([CH3:17])([CH3:16])[CH3:18])=[O:13])[C:5]([CH:8]([CH3:9])[CH3:10])=[CH:6][CH:7]=2)(=[O:35])=[O:34])[CH:30]=[CH:31][CH:32]=1. (4) Given the reactants [H-].[Na+].[OH:3][C@H:4]1[C@H:9]([CH:10]([CH3:12])[CH3:11])[CH2:8][CH2:7][N:6]([C:13]([O:15][C:16]([CH3:19])([CH3:18])[CH3:17])=[O:14])[CH2:5]1.I[CH2:21][CH3:22].O, predict the reaction product. The product is: [CH2:21]([O:3][C@H:4]1[C@H:9]([CH:10]([CH3:11])[CH3:12])[CH2:8][CH2:7][N:6]([C:13]([O:15][C:16]([CH3:17])([CH3:19])[CH3:18])=[O:14])[CH2:5]1)[CH3:22]. (5) Given the reactants Br[C:2]1[CH:7]=[CH:6][C:5]([Br:8])=[CH:4][N:3]=1.[F:9][C:10]1([F:16])[CH2:15][CH2:14][NH:13][CH2:12][CH2:11]1.O, predict the reaction product. The product is: [Br:8][C:5]1[CH:6]=[CH:7][C:2]([N:13]2[CH2:14][CH2:15][C:10]([F:16])([F:9])[CH2:11][CH2:12]2)=[N:3][CH:4]=1. (6) Given the reactants Br[C:2]1[CH:3]=[C:4]([F:16])[CH:5]=[C:6]2[C:10]=1[N:9]([CH3:11])[C:8]([C:12]([NH2:14])=[O:13])=[C:7]2[CH3:15].[F:17][C:18]([F:30])([F:29])[O:19][C:20]1[CH:25]=[CH:24][C:23](B(O)O)=[CH:22][CH:21]=1, predict the reaction product. The product is: [F:16][C:4]1[CH:5]=[C:6]2[C:10](=[C:2]([C:23]3[CH:22]=[CH:21][C:20]([O:19][C:18]([F:17])([F:29])[F:30])=[CH:25][CH:24]=3)[CH:3]=1)[N:9]([CH3:11])[C:8]([C:12]([NH2:14])=[O:13])=[C:7]2[CH3:15]. (7) The product is: [CH3:15][O:14][C:12](=[O:13])[CH2:11][CH2:10][C:6]1[CH:7]=[CH:8][CH:9]=[C:4]([CH2:3][C:2](=[O:1])[CH3:16])[CH:5]=1. Given the reactants [O:1]=[C:2]([CH3:16])[CH2:3][C:4]1[CH:5]=[C:6](/[CH:10]=[CH:11]/[C:12]([O:14][CH3:15])=[O:13])[CH:7]=[CH:8][CH:9]=1, predict the reaction product. (8) Given the reactants [C:1]([C:3]1[C:4]([NH:19][C:20]2[CH:25]=[C:24]([CH3:26])[CH:23]=[C:22]([CH3:27])[CH:21]=2)=[N:5][C:6]([NH:11][C@H:12]([CH:16]([CH3:18])[CH3:17])[C:13]([NH2:15])=[O:14])=[N:7][C:8]=1OC)#[N:2].C([O-])([O-])=[O:29].[K+].[K+].OO, predict the reaction product. The product is: [NH2:15][C:13](=[O:14])[C@H:12]([NH:11][C:6]1[N:5]=[C:4]([NH:19][C:20]2[CH:21]=[C:22]([CH3:27])[CH:23]=[C:24]([CH3:26])[CH:25]=2)[C:3]([C:1]([NH2:2])=[O:29])=[CH:8][N:7]=1)[CH:16]([CH3:18])[CH3:17].